This data is from Forward reaction prediction with 1.9M reactions from USPTO patents (1976-2016). The task is: Predict the product of the given reaction. (1) Given the reactants [Cl:1][C:2]1[N:10]=[CH:9][C:8]([C:11]2[CH:16]=[C:15]([CH3:17])[CH:14]=[C:13]([CH3:18])[CH:12]=2)=[CH:7][C:3]=1[C:4]([OH:6])=O.[CH3:19][O:20][C:21]1[CH:22]=[C:23]([CH:26]=[CH:27][C:28]=1[O:29][CH3:30])[CH2:24][NH2:25].F[P-](F)(F)(F)(F)F.ClC(=[N+]1CCCC1)N1CCCC1.C(N(C(C)C)CC)(C)C, predict the reaction product. The product is: [Cl:1][C:2]1[N:10]=[CH:9][C:8]([C:11]2[CH:16]=[C:15]([CH3:17])[CH:14]=[C:13]([CH3:18])[CH:12]=2)=[CH:7][C:3]=1[C:4]([NH:25][CH2:24][C:23]1[CH:26]=[CH:27][C:28]([O:29][CH3:30])=[C:21]([O:20][CH3:19])[CH:22]=1)=[O:6]. (2) Given the reactants [Cl-].[NH+]1C=CC=CC=1.C[O:9][C:10]1[CH:18]=[C:17]([C:19]2[C:20]([C:25]3[CH:30]=[CH:29][CH:28]=[CH:27][CH:26]=3)=[N:21][O:22][C:23]=2[CH3:24])[CH:16]=[CH:15][C:11]=1[C:12]([NH2:14])=[O:13], predict the reaction product. The product is: [OH:9][C:10]1[CH:18]=[C:17]([C:19]2[C:20]([C:25]3[CH:26]=[CH:27][CH:28]=[CH:29][CH:30]=3)=[N:21][O:22][C:23]=2[CH3:24])[CH:16]=[CH:15][C:11]=1[C:12]([NH2:14])=[O:13]. (3) Given the reactants [CH3:1][S:2][CH2:3][CH2:4][C:5]1[CH:10]=[CH:9][CH:8]=[C:7]([N+:11]([O-])=O)[CH:6]=1.Cl, predict the reaction product. The product is: [CH3:1][S:2][CH2:3][CH2:4][C:5]1[CH:6]=[C:7]([CH:8]=[CH:9][CH:10]=1)[NH2:11]. (4) Given the reactants [Cl:1][C:2]1[C:3](F)=[C:4]2[C:9](=[CH:10][CH:11]=1)[O:8][CH:7]([C:12]([F:15])([F:14])[F:13])[C:6]([C:16]([O:18]CC)=[O:17])=[CH:5]2.CS(CCO)(=O)=[O:24].[H-].[Na+], predict the reaction product. The product is: [Cl:1][C:2]1[C:3]([OH:24])=[C:4]2[C:9](=[CH:10][CH:11]=1)[O:8][CH:7]([C:12]([F:15])([F:14])[F:13])[C:6]([C:16]([OH:18])=[O:17])=[CH:5]2. (5) Given the reactants [NH2:1][C:2]1[C:6]([CH2:7][CH2:8][O:9][C:10]([C:23]2[CH:28]=[CH:27][CH:26]=[CH:25][CH:24]=2)([C:17]2[CH:22]=[CH:21][CH:20]=[CH:19][CH:18]=2)[C:11]2[CH:16]=[CH:15][CH:14]=[CH:13][CH:12]=2)=[CH:5][NH:4][C:3]=1[C:29]#[N:30].[C:31](Cl)(=[O:38])[C:32]1[CH:37]=[CH:36][CH:35]=[CH:34][CH:33]=1.C([O:43][CH2:44][CH3:45])(=O)C.[CH2:46]([N:48](CC)CC)C.N1[CH:58]=[CH:57][CH:56]=[CH:55][CH:54]=1, predict the reaction product. The product is: [C:31]([N:30]([C:29]1[C:3]2[NH:4][CH:5]=[C:6]([CH2:7][CH2:8][O:9][C:10]([C:11]3[CH:16]=[CH:15][CH:14]=[CH:13][CH:12]=3)([C:23]3[CH:28]=[CH:27][CH:26]=[CH:25][CH:24]=3)[C:17]3[CH:18]=[CH:19][CH:20]=[CH:21][CH:22]=3)[C:2]=2[N:1]=[CH:46][N:48]=1)[C:44](=[O:43])[C:45]1[CH:54]=[CH:55][CH:56]=[CH:57][CH:58]=1)(=[O:38])[C:32]1[CH:37]=[CH:36][CH:35]=[CH:34][CH:33]=1. (6) Given the reactants C(=O)([O-])[O-].[K+].[K+].[OH:7][C:8]1[CH:13]=[CH:12][C:11]([C:14](=[O:24])[CH:15]([N:19]2[CH2:23][CH2:22][CH2:21][CH2:20]2)[CH2:16][CH2:17][CH3:18])=[CH:10][CH:9]=1.Cl.[C:26]([O:30][C:31](=[O:34])[CH2:32]Br)([CH3:29])([CH3:28])[CH3:27], predict the reaction product. The product is: [N:19]1([CH:15]([CH2:16][CH2:17][CH3:18])[C:14]([C:11]2[CH:12]=[CH:13][C:8]([O:7][CH2:32][C:31]([O:30][C:26]([CH3:29])([CH3:28])[CH3:27])=[O:34])=[CH:9][CH:10]=2)=[O:24])[CH2:23][CH2:22][CH2:21][CH2:20]1. (7) Given the reactants [CH:1](=[O:6])[CH2:2][CH2:3][CH2:4][CH3:5].[OH-].[K+].[C:9]1(=[O:14])[CH2:13][CH2:12][CH2:11][CH2:10]1.P(=O)(O)(O)O, predict the reaction product. The product is: [OH:6][CH:1]([CH:10]1[CH2:11][CH2:12][CH2:13][C:9]1=[O:14])[CH2:2][CH2:3][CH2:4][CH3:5].